Dataset: Full USPTO retrosynthesis dataset with 1.9M reactions from patents (1976-2016). Task: Predict the reactants needed to synthesize the given product. The reactants are: [BH4-].[Na+].[F:3][C:4]1[CH:9]=[CH:8][C:7]([CH:10]([CH3:15])[C:11](OC)=[O:12])=[CH:6][CH:5]=1. Given the product [F:3][C:4]1[CH:5]=[CH:6][C:7]([CH:10]([CH3:15])[CH2:11][OH:12])=[CH:8][CH:9]=1, predict the reactants needed to synthesize it.